Dataset: Forward reaction prediction with 1.9M reactions from USPTO patents (1976-2016). Task: Predict the product of the given reaction. Given the reactants C([O:8][N:9]1[C:15](=[O:16])[N:14]2[CH2:17][C@H:10]1[C:11]([CH2:21][CH2:22][NH:23][C:24](=[O:30])[O:25][C:26]([CH3:29])([CH3:28])[CH3:27])=[CH:12][C@H:13]2[C:18](=[O:20])[NH2:19])C1C=CC=CC=1, predict the reaction product. The product is: [C:18]([C@@H:13]1[CH:12]=[C:11]([CH2:21][CH2:22][NH:23][C:24](=[O:30])[O:25][C:26]([CH3:27])([CH3:28])[CH3:29])[C@@H:10]2[CH2:17][N:14]1[C:15](=[O:16])[N:9]2[OH:8])(=[O:20])[NH2:19].